This data is from Reaction yield outcomes from USPTO patents with 853,638 reactions. The task is: Predict the reaction yield, written as a fraction of the theoretical maximum amount of product (1.0 means a 100% yield; for example, 0.34 means a 34% yield). (1) The reactants are [Cl:1][C:2]1[CH:31]=[C:30]([Cl:32])[CH:29]=[CH:28][C:3]=1[O:4][C:5]1[CH:10]=[CH:9][CH:8]=[CH:7][C:6]=1[NH:11][S:12]([C:15]1[CH:27]=[CH:26][C:18]([C:19]([NH:21][CH2:22][C:23](O)=[O:24])=[O:20])=[CH:17][CH:16]=1)(=[O:14])=[O:13].[CH3:33][N:34]([CH3:37])[CH:35]=O.CN(C(ON1N=N[C:48]2C=CC=[CH:52][C:47]1=2)=[N+](C)C)C.F[P-](F)(F)(F)(F)F.C([N:64]([CH2:67][CH3:68])CC)C. The catalyst is ClCCl. The product is [Cl:1][C:2]1[CH:31]=[C:30]([Cl:32])[CH:29]=[CH:28][C:3]=1[O:4][C:5]1[CH:10]=[CH:9][CH:8]=[CH:7][C:6]=1[NH:11][S:12]([C:15]1[CH:27]=[CH:26][C:18]([C:19]([NH:21][CH2:22][C:23](=[O:24])[NH:64][CH2:67][CH2:68][CH2:33][N:34]2[CH2:37][CH2:52][CH2:47][CH2:48][CH2:35]2)=[O:20])=[CH:17][CH:16]=1)(=[O:13])=[O:14]. The yield is 0.950. (2) The reactants are C([O:3][C:4](=[O:25])[CH2:5][N:6]1[CH2:9][C:8]2([CH2:13][CH2:12][CH2:11][N:10]2[C:14]([O:16][CH2:17][C:18]2[CH:23]=[CH:22][CH:21]=[CH:20][CH:19]=2)=[O:15])[C:7]1=[O:24])C.O.O[Li].O. The catalyst is C1COCC1. The product is [CH2:17]([O:16][C:14]([N:10]1[CH2:11][CH2:12][CH2:13][C:8]21[C:7](=[O:24])[N:6]([CH2:5][C:4]([OH:25])=[O:3])[CH2:9]2)=[O:15])[C:18]1[CH:19]=[CH:20][CH:21]=[CH:22][CH:23]=1. The yield is 0.882.